From a dataset of Reaction yield outcomes from USPTO patents with 853,638 reactions. Predict the reaction yield, written as a fraction of the theoretical maximum amount of product (1.0 means a 100% yield; for example, 0.34 means a 34% yield). (1) The reactants are [Cl:1][C:2]1[CH:3]=[C:4]([CH:9]=[CH:10][CH:11]=1)[C:5]([NH:7][OH:8])=[NH:6].[C:12]1(=O)[O:17][C:15](=[O:16])[CH2:14][CH2:13]1. The catalyst is CN(C=O)C.C(OCC)(=O)C. The product is [Cl:1][C:2]1[CH:3]=[C:4]([C:5]2[N:6]=[C:12]([CH2:13][CH2:14][C:15]([OH:17])=[O:16])[O:8][N:7]=2)[CH:9]=[CH:10][CH:11]=1. The yield is 0.600. (2) The reactants are [NH2:1][C:2]1[C:7]([NH2:8])=[C:6]([C:9]2[CH:14]=[CH:13][C:12]([CH2:15][NH:16][C:17](=[O:23])[O:18][C:19]([CH3:22])([CH3:21])[CH3:20])=[C:11]([F:24])[CH:10]=2)[CH:5]=[CH:4][N:3]=1.[OH:25][C@@H:26]1[C@@H:31]([OH:32])[CH2:30][CH2:29][N:28]([C:33]2[CH:34]=[CH:35][C:36]([CH:39]=O)=[N:37][CH:38]=2)[CH2:27]1. The catalyst is CN(C)C=O. The product is [OH:25][C@@H:26]1[C@@H:31]([OH:32])[CH2:30][CH2:29][N:28]([C:33]2[CH:34]=[CH:35][C:36]([C:39]3[NH:1][C:2]4=[N:3][CH:4]=[CH:5][C:6]([C:9]5[CH:14]=[CH:13][C:12]([CH2:15][NH:16][C:17](=[O:23])[O:18][C:19]([CH3:20])([CH3:21])[CH3:22])=[C:11]([F:24])[CH:10]=5)=[C:7]4[N:8]=3)=[N:37][CH:38]=2)[CH2:27]1. The yield is 0.370. (3) The catalyst is O1CCCC1. The yield is 0.550. The reactants are [C:1]1([C@H:13]2[CH2:18][CH2:17][C@H:16]([CH:19]=[C:20]([C:23]#[N:24])[C:21]#[N:22])[CH2:15][CH2:14]2)[N:2]=[N:3][N:4]2[C:9]=1[C:8]1[CH:10]=[CH:11][NH:12][C:7]=1[N:6]=[CH:5]2.CC1NC(C)=C(C(OCC)=O)CC=1C(OCC)=O.O. The product is [C:1]1([C@H:13]2[CH2:14][CH2:15][C@H:16]([CH2:19][CH:20]([C:23]#[N:24])[C:21]#[N:22])[CH2:17][CH2:18]2)[N:2]=[N:3][N:4]2[C:9]=1[C:8]1[CH:10]=[CH:11][NH:12][C:7]=1[N:6]=[CH:5]2. (4) The reactants are [Cl-].[CH3:2][O:3][C:4]1[CH:11]=[CH:10][CH:9]=[CH:8][C:5]=1[CH2:6][Zn+].[CH3:12][O:13][C:14]1[CH:15]=[C:16]2[C:21](=[CH:22][CH:23]=1)[C:20]([C:24](=[O:40])[C:25]1[CH:30]=[CH:29][C:28]([O:31][CH2:32][CH2:33][N:34]3[CH2:39][CH2:38][CH2:37][CH2:36][CH2:35]3)=[CH:27][CH:26]=1)=[C:19](OS(C(F)(F)F)(=O)=O)[CH:18]=[CH:17]2. The catalyst is [N+](CCCC)(CCCC)(CCCC)CCCC.[I-].CN1C(=O)CCC1.C1COCC1.C(Cl)Cl.C1C=CC(/C=C/C(/C=C/C2C=CC=CC=2)=O)=CC=1.C1C=CC(/C=C/C(/C=C/C2C=CC=CC=2)=O)=CC=1.[Pd].C1C=CC(P(C2C=CC=CC=2)[C-]2C=CC=C2)=CC=1.C1C=CC(P(C2C=CC=CC=2)[C-]2C=CC=C2)=CC=1.[Fe+2]. The product is [CH3:12][O:13][C:14]1[CH:15]=[C:16]2[C:21](=[CH:22][CH:23]=1)[C:20]([C:24]([C:25]1[CH:30]=[CH:29][C:28]([O:31][CH2:32][CH2:33][N:34]3[CH2:39][CH2:38][CH2:37][CH2:36][CH2:35]3)=[CH:27][CH:26]=1)=[O:40])=[C:19]([CH2:6][C:5]1[CH:8]=[CH:9][CH:10]=[CH:11][C:4]=1[O:3][CH3:2])[CH:18]=[CH:17]2. The yield is 0.870. (5) The reactants are [Cl:1][C:2]1[CH:7]=[C:6]([Cl:8])[N:5]=[C:4]([CH2:9]Cl)[N:3]=1.[CH2:11]([O:13][P:14]([O:18]CC)[O:15][CH2:16][CH3:17])[CH3:12]. No catalyst specified. The product is [Cl:8][C:6]1[CH:7]=[C:2]([Cl:1])[N:3]=[C:4]([CH2:9][P:14](=[O:18])([O:15][CH2:16][CH3:17])[O:13][CH2:11][CH3:12])[N:5]=1. The yield is 0.680. (6) The reactants are Br[C:2]1([C:8]([OH:10])=[O:9])[CH:7]=[CH:6][CH:5]=[CH:4][NH:3]1.C([O-])([O-])=O.[Na+].[Na+].[F:17][C:18]1[CH:23]=[CH:22][C:21](B2OCC(C)(C)CO2)=[CH:20][CH:19]=1.CCO. The catalyst is COCCOC.C1C=CC([P]([Pd]([P](C2C=CC=CC=2)(C2C=CC=CC=2)C2C=CC=CC=2)([P](C2C=CC=CC=2)(C2C=CC=CC=2)C2C=CC=CC=2)[P](C2C=CC=CC=2)(C2C=CC=CC=2)C2C=CC=CC=2)(C2C=CC=CC=2)C2C=CC=CC=2)=CC=1. The product is [F:17][C:18]1[CH:23]=[CH:22][C:21]([C:4]2[N:3]=[C:2]([C:8]([OH:10])=[O:9])[CH:7]=[CH:6][CH:5]=2)=[CH:20][CH:19]=1. The yield is 0.400. (7) The reactants are [F:1][C:2]1[CH:34]=[CH:33][C:5]([CH2:6][N:7]2[C:16](=[O:17])[C:15]([C:18]3[NH:23][C:22]4[S:24][CH:25]=[C:26]([CH2:27]O)[C:21]=4[S:20](=[O:30])(=[O:29])[N:19]=3)=[C:14]([OH:31])[C@H:13]3[C@@H:8]2[C@H:9]2[CH2:32][C@@H:12]3[CH2:11][CH2:10]2)=[CH:4][CH:3]=1.N12CCCN=C1CCCCC2.C1(P([N:60]=[N+:61]=[N-:62])(C2C=CC=CC=2)=O)C=CC=CC=1. The catalyst is ClCCl. The product is [N:60]([CH2:27][C:26]1[C:21]2[S:20](=[O:29])(=[O:30])[N:19]=[C:18]([C:15]3[C:16](=[O:17])[N:7]([CH2:6][C:5]4[CH:33]=[CH:34][C:2]([F:1])=[CH:3][CH:4]=4)[C@@H:8]4[C@H:13]([C:14]=3[OH:31])[C@@H:12]3[CH2:32][C@H:9]4[CH2:10][CH2:11]3)[NH:23][C:22]=2[S:24][CH:25]=1)=[N+:61]=[N-:62]. The yield is 0.520.